Dataset: Reaction yield outcomes from USPTO patents with 853,638 reactions. Task: Predict the reaction yield, written as a fraction of the theoretical maximum amount of product (1.0 means a 100% yield; for example, 0.34 means a 34% yield). The reactants are [CH2:1]([O:8][C:9]([NH:11][C@H:12]([C:14]([OH:16])=[O:15])[CH3:13])=[O:10])[C:2]1[CH:7]=[CH:6][CH:5]=[CH:4][CH:3]=1.[CH2:17]=O. The catalyst is C1(C)C=CC=CC=1.O.C1(C)C=CC(S(O)(=O)=O)=CC=1. The product is [CH2:1]([O:8][C:9]([N:11]1[C@@H:12]([CH3:13])[C:14](=[O:16])[O:15][CH2:17]1)=[O:10])[C:2]1[CH:3]=[CH:4][CH:5]=[CH:6][CH:7]=1. The yield is 0.930.